Dataset: Catalyst prediction with 721,799 reactions and 888 catalyst types from USPTO. Task: Predict which catalyst facilitates the given reaction. (1) Reactant: C1(C)C=CC(S(O[CH2:11][C@H:12]2[O:21][C@@H:16]([O:17][C:18](=[O:20])[CH3:19])[C@H:15]([O:22][C:23](=[O:25])[CH3:24])[C@@H:14]([O:26][C:27](=[O:29])[CH3:28])[C@@H:13]2[O:30][C:31](=[O:33])[CH3:32])(=O)=O)=CC=1.CC(C)=O.[I-:39].[Na+]. Product: [I:39][CH2:11][C@H:12]1[O:21][C@@H:16]([O:17][C:18](=[O:20])[CH3:19])[C@H:15]([O:22][C:23](=[O:25])[CH3:24])[C@@H:14]([O:26][C:27](=[O:29])[CH3:28])[C@@H:13]1[O:30][C:31](=[O:33])[CH3:32]. The catalyst class is: 6. (2) Reactant: [Br:1][C:2]1[CH:10]=[CH:9][C:5]([C:6](O)=[O:7])=[C:4]([CH3:11])[CH:3]=1.Cl. Product: [Br:1][C:2]1[CH:10]=[CH:9][C:5]([CH2:6][OH:7])=[C:4]([CH3:11])[CH:3]=1. The catalyst class is: 7. (3) Reactant: F[C:2]1[CH:3]=[C:4]2[C:13](=[CH:14][CH:15]=1)[C:12](=[O:16])[C:11]1[C:10]([OH:17])=[CH:9][C:8]([N:18]3[CH2:23][CH2:22][O:21][CH2:20][CH2:19]3)=[CH:7][C:6]=1[O:5]2.[N:24]1[CH:29]=[CH:28][CH:27]=[C:26]([CH2:30][OH:31])[CH:25]=1.C[Si]([N-][Si](C)(C)C)(C)C.[K+]. Product: [OH:17][C:10]1[C:11]2[C:12](=[O:16])[C:13]3[C:4](=[CH:3][C:2]([O:31][CH2:30][C:26]4[CH:25]=[N:24][CH:29]=[CH:28][CH:27]=4)=[CH:15][CH:14]=3)[O:5][C:6]=2[CH:7]=[C:8]([N:18]2[CH2:23][CH2:22][O:21][CH2:20][CH2:19]2)[CH:9]=1. The catalyst class is: 16. (4) Reactant: [CH2:1]([O:3][C:4]([C:6]1[CH:10]=[C:9]([CH2:11][CH2:12][CH3:13])[N:8]([CH2:14][C:15]2[CH:20]=[CH:19][C:18](Br)=[CH:17][CH:16]=2)[N:7]=1)=[O:5])[CH3:2].C([NH:26][S:27]([C:30]1[CH:35]=[CH:34][CH:33]=[CH:32][C:31]=1B1OC(C)(C)C(C)(C)O1)(=[O:29])=[O:28])(C)(C)C.C1(C)C=CC=CC=1.CCO.C(=O)([O-])[O-].[K+].[K+].C(O)(C(F)(F)F)=O. Product: [CH2:1]([O:3][C:4]([C:6]1[CH:10]=[C:9]([CH2:11][CH2:12][CH3:13])[N:8]([CH2:14][C:15]2[CH:20]=[CH:19][C:18]([C:31]3[CH:32]=[CH:33][CH:34]=[CH:35][C:30]=3[S:27](=[O:29])(=[O:28])[NH2:26])=[CH:17][CH:16]=2)[N:7]=1)=[O:5])[CH3:2]. The catalyst class is: 238. (5) Reactant: [CH2:1]([O:8][C:9]([N:11]1[CH2:16][CH2:15][N:14]([C:17]2[CH:22]=[CH:21][CH:20]=[C:19]([CH2:23][C:24]#[N:25])[CH:18]=2)[CH2:13][CH2:12]1)=[O:10])[C:2]1[CH:7]=[CH:6][CH:5]=[CH:4][CH:3]=1.[CH:26](OCC)=[O:27].C[O-].[Na+]. Product: [CH2:1]([O:8][C:9]([N:11]1[CH2:12][CH2:13][N:14]([C:17]2[CH:22]=[CH:21][CH:20]=[C:19]([CH:23]([C:24]#[N:25])[CH:26]=[O:27])[CH:18]=2)[CH2:15][CH2:16]1)=[O:10])[C:2]1[CH:7]=[CH:6][CH:5]=[CH:4][CH:3]=1. The catalyst class is: 11. (6) Reactant: CO[C:3]([C:5]1[N:6]=[C:7]([C:23]#[N:24])[C:8]2[C:13]([C:14]=1[OH:15])=[CH:12][CH:11]=[C:10]([O:16][C:17]1[CH:22]=[CH:21][CH:20]=[CH:19][CH:18]=1)[CH:9]=2)=[O:4].[NH2:25][CH:26]([C:31]1[CH:32]=[N:33][CH:34]=[CH:35][CH:36]=1)[CH2:27][C:28]([OH:30])=[O:29].C[O-].[Na+].Cl. Product: [C:23]([C:7]1[C:8]2[C:13](=[CH:12][CH:11]=[C:10]([O:16][C:17]3[CH:22]=[CH:21][CH:20]=[CH:19][CH:18]=3)[CH:9]=2)[C:14]([OH:15])=[C:5]([C:3]([NH:25][CH:26]([C:31]2[CH:32]=[N:33][CH:34]=[CH:35][CH:36]=2)[CH2:27][C:28]([OH:30])=[O:29])=[O:4])[N:6]=1)#[N:24]. The catalyst class is: 287.